This data is from Forward reaction prediction with 1.9M reactions from USPTO patents (1976-2016). The task is: Predict the product of the given reaction. (1) Given the reactants [CH3:1][O:2][C:3]1[CH:4]=[C:5]([C:11]2[N:16]=[C:15]([O:17][C@@H:18]([C@H:20]3[CH2:24][NH:23][C:22](=[O:25])[CH2:21]3)[CH3:19])[C:14]3[NH:26][CH:27]=[N:28][C:13]=3[CH:12]=2)[CH:6]=[CH:7][C:8]=1[O:9][CH3:10].C([O-])([O-])=O.[Cs+].[Cs+].FC(F)(F)S(O[CH2:41][CH:42]([F:44])[F:43])(=O)=O, predict the reaction product. The product is: [F:43][CH:42]([F:44])[CH2:41][N:26]1[C:14]2[C:15]([O:17][C@@H:18]([C@H:20]3[CH2:24][NH:23][C:22](=[O:25])[CH2:21]3)[CH3:19])=[N:16][C:11]([C:5]3[CH:6]=[CH:7][C:8]([O:9][CH3:10])=[C:3]([O:2][CH3:1])[CH:4]=3)=[CH:12][C:13]=2[N:28]=[CH:27]1. (2) Given the reactants CS[C:3]([NH:8][S:9]([CH3:12])(=[O:11])=[O:10])=[CH:4][N+:5]([O-:7])=[O:6].[CH2:13]([O:15][CH2:16][CH2:17][O:18][C:19]1[N:24]=[C:23]([NH:25][NH2:26])[CH:22]=[C:21]([C:27]([F:30])([F:29])[F:28])[CH:20]=1)[CH3:14], predict the reaction product. The product is: [CH2:13]([O:15][CH2:16][CH2:17][O:18][C:19]1[N:24]=[C:23]([N:25]([C:4]([N+:5]([O-:7])=[O:6])=[CH:3][NH:8][S:9]([CH3:12])(=[O:11])=[O:10])[NH2:26])[CH:22]=[C:21]([C:27]([F:30])([F:28])[F:29])[CH:20]=1)[CH3:14]. (3) Given the reactants Br[CH:2]1[C:11]2[C:6](=[CH:7][CH:8]=[C:9]([O:12][CH3:13])[CH:10]=2)[C:5](=[O:14])[C:4]([CH3:16])([CH3:15])[CH2:3]1.[N:17]([Na])=[N+:18]=[N-:19], predict the reaction product. The product is: [N:17]([CH:2]1[C:11]2[C:6](=[CH:7][CH:8]=[C:9]([O:12][CH3:13])[CH:10]=2)[C:5](=[O:14])[C:4]([CH3:16])([CH3:15])[CH2:3]1)=[N+:18]=[N-:19].